Dataset: Peptide-MHC class I binding affinity with 185,985 pairs from IEDB/IMGT. Task: Regression. Given a peptide amino acid sequence and an MHC pseudo amino acid sequence, predict their binding affinity value. This is MHC class I binding data. (1) The peptide sequence is SYAMCTNTF. The MHC is HLA-A23:01 with pseudo-sequence HLA-A23:01. The binding affinity (normalized) is 0.713. (2) The peptide sequence is KLVDFRELNK. The MHC is HLA-A23:01 with pseudo-sequence HLA-A23:01. The binding affinity (normalized) is 0. (3) The peptide sequence is LLDSGTTSI. The MHC is HLA-A02:01 with pseudo-sequence HLA-A02:01. The binding affinity (normalized) is 1.00. (4) The peptide sequence is ITWETPMIW. The MHC is HLA-B15:01 with pseudo-sequence HLA-B15:01. The binding affinity (normalized) is 0.0847. (5) The peptide sequence is LYGDNLSNV. The MHC is H-2-Db with pseudo-sequence H-2-Db. The binding affinity (normalized) is 0.0641. (6) The peptide sequence is QLMYALEPRK. The MHC is HLA-A11:01 with pseudo-sequence HLA-A11:01. The binding affinity (normalized) is 0.589. (7) The peptide sequence is YELLRYNEY. The MHC is HLA-B08:01 with pseudo-sequence HLA-B08:01. The binding affinity (normalized) is 0.0847.